From a dataset of Full USPTO retrosynthesis dataset with 1.9M reactions from patents (1976-2016). Predict the reactants needed to synthesize the given product. (1) Given the product [C:1]([O:5][C:6]([N:8]1[C:12]2[N:13]=[C:14]([C:23]3[CH:24]=[CH:25][C:26]([O:27][CH3:28])=[C:21]([F:20])[CH:22]=3)[N:15]=[C:16]([CH2:17][CH3:18])[C:11]=2[CH:10]=[CH:9]1)=[O:7])([CH3:4])([CH3:3])[CH3:2], predict the reactants needed to synthesize it. The reactants are: [C:1]([O:5][C:6]([N:8]1[C:12]2[N:13]=[C:14](Cl)[N:15]=[C:16]([CH2:17][CH3:18])[C:11]=2[CH:10]=[CH:9]1)=[O:7])([CH3:4])([CH3:3])[CH3:2].[F:20][C:21]1[CH:22]=[C:23](B(O)O)[CH:24]=[CH:25][C:26]=1[O:27][CH3:28].C1COCC1.C([O-])([O-])=O.[K+].[K+]. (2) Given the product [C:4]([C:3]1[C:2]([O:43][CH3:41])=[CH:9][C:8]([O:39][CH2:38][CH2:37][N:36]2[C:16]3=[C:15]([CH:12]4[CH2:13][CH2:14]4)[C:25]4[CH2:24][CH2:23][N:22]([C:26]([O:28][C:29]([CH3:32])([CH3:31])[CH3:30])=[O:27])[CH2:21][CH2:20][C:19]=4[CH:18]=[C:17]3[O:33][CH2:34][CH2:35]2)=[C:7]([F:11])[CH:6]=1)#[N:5], predict the reactants needed to synthesize it. The reactants are: F[C:2]1[CH:9]=[C:8](F)[C:7]([F:11])=[CH:6][C:3]=1[C:4]#[N:5].[CH:12]1([C:15]2[C:25]3[CH2:24][CH2:23][N:22]([C:26]([O:28][C:29]([CH3:32])([CH3:31])[CH3:30])=[O:27])[CH2:21][CH2:20][C:19]=3[CH:18]=[C:17]3[O:33][CH2:34][CH2:35][N:36]([CH2:37][CH2:38][OH:39])[C:16]=23)[CH2:14][CH2:13]1.C[C:41](C)([O-:43])C.[K+].CO. (3) Given the product [CH3:29][C:21]1[CH:20]=[C:19]([CH2:18][O:17][C:16]2[CH:15]=[CH:14][C:13]([S:10]([CH2:9][CH:39]([C:33]3([CH3:32])[CH2:38][CH2:37][O:36][CH2:35][CH2:34]3)[OH:40])(=[O:12])=[O:11])=[CH:31][CH:30]=2)[C:28]2[C:23](=[CH:24][CH:25]=[CH:26][CH:27]=2)[N:22]=1, predict the reactants needed to synthesize it. The reactants are: C([N-]C(C)C)(C)C.[Li+].[CH3:9][S:10]([C:13]1[CH:31]=[CH:30][C:16]([O:17][CH2:18][C:19]2[C:28]3[C:23](=[CH:24][CH:25]=[CH:26][CH:27]=3)[N:22]=[C:21]([CH3:29])[CH:20]=2)=[CH:15][CH:14]=1)(=[O:12])=[O:11].[CH3:32][C:33]1([C:39](OC)=[O:40])[CH2:38][CH2:37][O:36][CH2:35][CH2:34]1.C(O)(=O)C.[BH4-].[Na+]. (4) Given the product [CH3:1][C:2]1[C:10]2[C:5](=[CH:6][CH:7]=[CH:8][C:9]=2[B:12]2[O:16][C:15]([CH3:18])([CH3:17])[C:14]([CH3:20])([CH3:19])[O:13]2)[NH:4][CH:3]=1, predict the reactants needed to synthesize it. The reactants are: [CH3:1][C:2]1[C:10]2[C:5](=[CH:6][CH:7]=[CH:8][C:9]=2Br)[NH:4][CH:3]=1.[B:12]1([B:12]2[O:16][C:15]([CH3:18])([CH3:17])[C:14]([CH3:20])([CH3:19])[O:13]2)[O:16][C:15]([CH3:18])([CH3:17])[C:14]([CH3:20])([CH3:19])[O:13]1.CC([O-])=O.[K+]. (5) The reactants are: [CH2:1]([C:4]1[CH:11]=[C:10]([F:12])[C:7]([C:8]#[N:9])=[C:6]([F:13])[CH:5]=1)C=C.C[N+]1([O-])CC[O:18][CH2:17]C1.[CH3:22][OH:23]. Given the product [OH:23][CH:22]([CH2:17][OH:18])[CH2:1][C:4]1[CH:11]=[C:10]([F:12])[C:7]([C:8]#[N:9])=[C:6]([F:13])[CH:5]=1, predict the reactants needed to synthesize it. (6) Given the product [CH2:1]([O:8][CH2:9][CH2:10][CH2:11][CH:12]([C:21]1[C:25]([CH:36]2[CH2:38][CH2:37]2)=[C:24]([CH:27]2[CH2:30][CH:29]([CH2:31][C:32]([CH3:35])([CH3:34])[CH3:33])[CH2:28]2)[O:23][N:22]=1)[CH2:13][C:14]([O:16][C:17]([CH3:20])([CH3:19])[CH3:18])=[O:15])[C:2]1[CH:7]=[CH:6][CH:5]=[CH:4][CH:3]=1, predict the reactants needed to synthesize it. The reactants are: [CH2:1]([O:8][CH2:9][CH2:10][CH2:11][CH:12]([C:21]1[C:25](I)=[C:24]([CH:27]2[CH2:30][CH:29]([CH2:31][C:32]([CH3:35])([CH3:34])[CH3:33])[CH2:28]2)[O:23][N:22]=1)[CH2:13][C:14]([O:16][C:17]([CH3:20])([CH3:19])[CH3:18])=[O:15])[C:2]1[CH:7]=[CH:6][CH:5]=[CH:4][CH:3]=1.[CH:36]1(B2OC(C)(C)C(C)(C)O2)[CH2:38][CH2:37]1.P([O-])([O-])([O-])=O.[K+].[K+].[K+].CN(C=O)C. (7) Given the product [CH2:24]1[C:11]2[O:10][C:5]3[CH:6]=[CH:7][CH:8]=[CH:9][C:4]=3[C:18]=2[CH2:17][CH2:16][NH:23]1.[CH2:16]([N:23]1[CH2:28][CH2:27][C:26]([C:4]2[CH:9]=[CH:8][CH:7]=[CH:6][C:5]=2[O:10][CH3:11])([OH:29])[CH2:25][CH2:24]1)[C:17]1[CH:18]=[CH:19][CH:20]=[CH:21][CH:22]=1, predict the reactants needed to synthesize it. The reactants are: II.Br[C:4]1[CH:9]=[CH:8][CH:7]=[CH:6][C:5]=1[O:10][CH3:11].BrCCBr.[CH2:16]([N:23]1[CH2:28][CH2:27][C:26](=[O:29])[CH2:25][CH2:24]1)[C:17]1[CH:22]=[CH:21][CH:20]=[CH:19][CH:18]=1.Cl.[OH-].[Na+].